Task: Predict which catalyst facilitates the given reaction.. Dataset: Catalyst prediction with 721,799 reactions and 888 catalyst types from USPTO Reactant: C([NH:4][C@H:5]([CH2:11][C:12]1[CH:17]=[CH:16][C:15]([CH2:18][CH3:19])=[C:14]([CH2:20][CH3:21])[CH:13]=1)[C:6]([O:8]CC)=[O:7])(=O)C. Product: [NH2:4][C@H:5]([CH2:11][C:12]1[CH:17]=[CH:16][C:15]([CH2:18][CH3:19])=[C:14]([CH2:20][CH3:21])[CH:13]=1)[C:6]([OH:8])=[O:7]. The catalyst class is: 33.